The task is: Predict the reactants needed to synthesize the given product.. This data is from Full USPTO retrosynthesis dataset with 1.9M reactions from patents (1976-2016). (1) Given the product [CH2:13]([C:15]1[N:16]=[C:17]([CH2:45][CH2:46][CH3:47])[N:18]([CH2:30][C:31]2[CH:36]=[CH:35][C:34]([C:37]3[CH:42]=[CH:41][CH:40]=[CH:39][C:38]=3[C:43]3[NH:3][C:4](=[O:7])[O:5][N:44]=3)=[CH:33][CH:32]=2)[C:19](=[O:29])[C:20]=1[C:21]([N:23]1[CH2:24][CH2:25][O:26][CH2:27][CH2:28]1)=[O:22])[CH3:14], predict the reactants needed to synthesize it. The reactants are: [Cl-].O[NH3+:3].[C:4](=[O:7])([O-])[OH:5].[Na+].CS(C)=O.[CH2:13]([C:15]1[N:16]=[C:17]([CH2:45][CH2:46][CH3:47])[N:18]([CH2:30][C:31]2[CH:36]=[CH:35][C:34]([C:37]3[C:38]([C:43]#[N:44])=[CH:39][CH:40]=[CH:41][CH:42]=3)=[CH:33][CH:32]=2)[C:19](=[O:29])[C:20]=1[C:21]([N:23]1[CH2:28][CH2:27][O:26][CH2:25][CH2:24]1)=[O:22])[CH3:14]. (2) Given the product [C:28]([NH:27][C:25]([CH:24]([NH:23][C:20]([CH:15]1[CH2:16][CH2:17][CH2:18][CH2:19][N:14]1[C:12](=[O:13])[CH2:11][S:10][CH2:9][P:4](=[O:5])([OH:3])[OH:6])=[O:22])[CH2:32][C:33]1[CH:42]=[CH:41][C:40]2[C:35](=[CH:36][CH:37]=[CH:38][CH:39]=2)[CH:34]=1)=[O:26])([CH3:31])([CH3:29])[CH3:30], predict the reactants needed to synthesize it. The reactants are: C([O:3][P:4]([CH2:9][S:10][CH2:11][C:12]([N:14]1[CH2:19][CH2:18][CH2:17][CH2:16][CH:15]1[C:20]([OH:22])=O)=[O:13])([O:6]CC)=[O:5])C.[NH2:23][CH:24]([CH2:32][C:33]1[CH:42]=[CH:41][C:40]2[C:35](=[CH:36][CH:37]=[CH:38][CH:39]=2)[CH:34]=1)[C:25]([NH:27][C:28]([CH3:31])([CH3:30])[CH3:29])=[O:26].C(OP(=O)OCC)C.C([O-])(O)=O.[Na+]. (3) Given the product [CH2:17]([O:1][C:2]1[CH:10]=[CH:9][C:5]([C:6]([OH:8])=[O:7])=[CH:4][CH:3]=1)[C:18]1[CH:23]=[CH:22][CH:21]=[CH:20][CH:19]=1, predict the reactants needed to synthesize it. The reactants are: [OH:1][C:2]1[CH:10]=[CH:9][C:5]([C:6]([OH:8])=[O:7])=[CH:4][CH:3]=1.CC(C)([O-])C.[K+].[CH2:17](Br)[C:18]1[CH:23]=[CH:22][CH:21]=[CH:20][CH:19]=1.[OH-].[Na+]. (4) Given the product [S:16]1[C:20]([CH2:21][CH:22]([O:25][Si:5]([C:2]([CH3:4])([CH3:3])[CH3:1])([CH3:7])[CH3:6])[C:23]#[CH:24])=[CH:19][C:18]2[CH:26]=[CH:27][CH:28]=[CH:29][C:17]1=2, predict the reactants needed to synthesize it. The reactants are: [CH3:1][C:2]([Si:5](Cl)([CH3:7])[CH3:6])([CH3:4])[CH3:3].C(N(CC)CC)C.[S:16]1[C:20]([CH2:21][CH:22]([OH:25])[C:23]#[CH:24])=[CH:19][C:18]2[CH:26]=[CH:27][CH:28]=[CH:29][C:17]1=2.[NH4+].[Cl-]. (5) Given the product [CH3:21][O:22][C:23](=[O:35])[C:24]1[CH:29]=[CH:28][CH:27]=[C:26]([Cl:34])[CH:25]=1, predict the reactants needed to synthesize it. The reactants are: BrCCCON=CC1C2C=CC=CC=2OC=1CCCC.[CH3:21][O:22][C:23](=[O:35])[C:24]1[CH:29]=[CH:28][C:27](OCCBr)=[C:26]([Cl:34])[CH:25]=1. (6) Given the product [Si:29]([O:36][CH2:2][CH2:3][NH:4][C@H:5]1[CH2:6][CH2:7][C@H:8]([CH2:11][C:12]([NH:14][C@H:15]2[CH2:20][C:19]3[CH:21]=[CH:22][CH:23]=[C:24]([C:25]([OH:27])=[O:26])[C:18]=3[O:17][B:16]2[OH:28])=[O:13])[CH2:9][CH2:10]1)([C:32]([CH3:35])([CH3:34])[CH3:33])([CH3:31])[CH3:30], predict the reactants needed to synthesize it. The reactants are: N[CH2:2][CH2:3][NH:4][C@H:5]1[CH2:10][CH2:9][C@H:8]([CH2:11][C:12]([NH:14][C@H:15]2[CH2:20][C:19]3[CH:21]=[CH:22][CH:23]=[C:24]([C:25]([OH:27])=[O:26])[C:18]=3[O:17][B:16]2[OH:28])=[O:13])[CH2:7][CH2:6]1.[Si:29]([O:36]CC=O)([C:32]([CH3:35])([CH3:34])[CH3:33])([CH3:31])[CH3:30]. (7) Given the product [O:34]=[C:22]1[C:30]2[C:25](=[CH:26][CH:27]=[CH:28][CH:29]=2)[C:17](=[O:20])[N:1]1[CH2:2][CH:3]1[N:8]([CH3:9])[CH2:7][CH2:6][N:5]([C:10]([O:12][C:13]([CH3:16])([CH3:15])[CH3:14])=[O:11])[CH2:4]1, predict the reactants needed to synthesize it. The reactants are: [NH2:1][CH2:2][CH:3]1[N:8]([CH3:9])[CH2:7][CH2:6][N:5]([C:10]([O:12][C:13]([CH3:16])([CH3:15])[CH3:14])=[O:11])[CH2:4]1.[C:17](=[O:20])(O)[O-].[Na+].[CH:22]1N(C(O)=O)C=[C:25]2[C:30]=1[CH:29]=[CH:28][CH:27]=[CH:26]2.[O:34]1CCCC1.